This data is from NCI-60 drug combinations with 297,098 pairs across 59 cell lines. The task is: Regression. Given two drug SMILES strings and cell line genomic features, predict the synergy score measuring deviation from expected non-interaction effect. (1) Drug 1: CC1CCC2CC(C(=CC=CC=CC(CC(C(=O)C(C(C(=CC(C(=O)CC(OC(=O)C3CCCCN3C(=O)C(=O)C1(O2)O)C(C)CC4CCC(C(C4)OC)OCCO)C)C)O)OC)C)C)C)OC. Drug 2: COCCOC1=C(C=C2C(=C1)C(=NC=N2)NC3=CC=CC(=C3)C#C)OCCOC.Cl. Cell line: IGROV1. Synergy scores: CSS=44.5, Synergy_ZIP=-0.654, Synergy_Bliss=1.49, Synergy_Loewe=0.476, Synergy_HSA=4.29. (2) Drug 1: C1=NC2=C(N=C(N=C2N1C3C(C(C(O3)CO)O)F)Cl)N. Drug 2: CCCCC(=O)OCC(=O)C1(CC(C2=C(C1)C(=C3C(=C2O)C(=O)C4=C(C3=O)C=CC=C4OC)O)OC5CC(C(C(O5)C)O)NC(=O)C(F)(F)F)O. Cell line: PC-3. Synergy scores: CSS=40.8, Synergy_ZIP=0.449, Synergy_Bliss=-0.777, Synergy_Loewe=-2.97, Synergy_HSA=-2.16.